This data is from Reaction yield outcomes from USPTO patents with 853,638 reactions. The task is: Predict the reaction yield, written as a fraction of the theoretical maximum amount of product (1.0 means a 100% yield; for example, 0.34 means a 34% yield). (1) The reactants are [OH:1][CH2:2][CH2:3][CH2:4][C:5]1[CH:6]=[C:7]2[C:11](=[CH:12][CH:13]=1)[C:10](=[C:14]1[C:22]3[C:17](=[CH:18][CH:19]=[CH:20][CH:21]=3)[NH:16][C:15]1=[O:23])[O:9][CH2:8]2.C(N(CC)CC)C.[CH3:31][S:32](Cl)(=[O:34])=[O:33]. The catalyst is C1COCC1. The product is [O:23]=[C:15]1[C:14](=[C:10]2[C:11]3[C:7](=[CH:6][C:5]([CH2:4][CH2:3][CH2:2][O:1][S:32]([CH3:31])(=[O:34])=[O:33])=[CH:13][CH:12]=3)[CH2:8][O:9]2)[C:22]2[C:17](=[CH:18][CH:19]=[CH:20][CH:21]=2)[NH:16]1. The yield is 0.790. (2) The reactants are C(O[C:6](=O)[N:7]([C:9]1[CH:14]=[CH:13][C:12]([C:15]2[CH:24]=[C:23]([F:25])[C:22]3[C:17](=[CH:18][CH:19]=[CH:20][CH:21]=3)[N:16]=2)=[CH:11][CH:10]=1)C)(C)(C)C.C(O)(C(F)(F)F)=O. No catalyst specified. The product is [F:25][C:23]1[C:22]2[C:17](=[CH:18][CH:19]=[CH:20][CH:21]=2)[N:16]=[C:15]([C:12]2[CH:13]=[CH:14][C:9]([NH:7][CH3:6])=[CH:10][CH:11]=2)[CH:24]=1. The yield is 0.550.